Dataset: Reaction yield outcomes from USPTO patents with 853,638 reactions. Task: Predict the reaction yield, written as a fraction of the theoretical maximum amount of product (1.0 means a 100% yield; for example, 0.34 means a 34% yield). (1) The reactants are [F:1][C:2]1[CH:7]=[CH:6][CH:5]=[C:4]([F:8])[C:3]=1[N:9]1[C:14]2[N:15]=[C:16](S(C)=O)[N:17]=[C:18]([C:19]3[CH:20]=[C:21]([CH:32]=[CH:33][C:34]=3[CH3:35])[C:22]([NH:24][C:25]3[CH:30]=[CH:29][C:28]([F:31])=[CH:27][CH:26]=3)=[O:23])[C:13]=2[CH:12]=[CH:11][C:10]1=[O:39].[CH3:40][N:41]([CH3:46])[CH2:42][CH2:43][NH:44][CH3:45]. The catalyst is C(Cl)Cl. The product is [F:1][C:2]1[CH:7]=[CH:6][CH:5]=[C:4]([F:8])[C:3]=1[N:9]1[C:14]2[N:15]=[C:16]([N:44]([CH2:43][CH2:42][N:41]([CH3:46])[CH3:40])[CH3:45])[N:17]=[C:18]([C:19]3[CH:20]=[C:21]([CH:32]=[CH:33][C:34]=3[CH3:35])[C:22]([NH:24][C:25]3[CH:30]=[CH:29][C:28]([F:31])=[CH:27][CH:26]=3)=[O:23])[C:13]=2[CH:12]=[CH:11][C:10]1=[O:39]. The yield is 0.250. (2) The reactants are [Br:1][C:2]1[CH:7]=[CH:6][C:5]([C:8]2[O:9][C:10]([CH3:16])=[C:11]([CH2:13][C:14]#N)[N:12]=2)=[CH:4][CH:3]=1.COCCO.[OH-:22].[K+].[OH2:24]. No catalyst specified. The product is [Br:1][C:2]1[CH:7]=[CH:6][C:5]([C:8]2[O:9][C:10]([CH3:16])=[C:11]([CH2:13][C:14]([OH:24])=[O:22])[N:12]=2)=[CH:4][CH:3]=1. The yield is 0.600. (3) The reactants are [NH2:1][C:2]1[C:3]([C:9]([O:11][CH3:12])=[O:10])=[N:4][C:5](Br)=[CH:6][CH:7]=1.[Br-].[S:14]1[CH:18]=[CH:17][N:16]=[C:15]1[Zn+].C1COCC1. The catalyst is C1C=CC(P(C2C=CC=CC=2)[C-]2C=CC=C2)=CC=1.C1C=CC(P(C2C=CC=CC=2)[C-]2C=CC=C2)=CC=1.Cl[Pd]Cl.[Fe+2].C(Cl)Cl. The product is [NH2:1][C:2]1[C:3]([C:9]([O:11][CH3:12])=[O:10])=[N:4][C:5]([C:15]2[S:14][CH:18]=[CH:17][N:16]=2)=[CH:6][CH:7]=1. The yield is 0.510. (4) The reactants are [CH3:1][O:2][C:3]1[CH:4]=[C:5]([CH:30]=[C:31]([O:34][CH3:35])[C:32]=1[CH3:33])[C:6]([NH:8][CH2:9][C:10]1[CH:15]=[CH:14][C:13]([C:16]2[N:20]=[C:19]([CH3:21])[O:18][N:17]=2)=[CH:12][C:11]=1[N:22](C)[C:23](=O)C(F)(F)F)=[O:7].C(=O)([O-])[O-].[K+].[K+]. The catalyst is CO.O. The product is [CH3:35][O:34][C:31]1[CH:30]=[C:5]([CH:4]=[C:3]([O:2][CH3:1])[C:32]=1[CH3:33])[C:6]([NH:8][CH2:9][C:10]1[CH:15]=[CH:14][C:13]([C:16]2[N:20]=[C:19]([CH3:21])[O:18][N:17]=2)=[CH:12][C:11]=1[NH:22][CH3:23])=[O:7]. The yield is 0.340. (5) The yield is 0.980. The reactants are [CH3:1][O:2][C:3](=[O:46])[CH2:4][C@H:5]([OH:45])[CH2:6][C@H:7]([OH:44])[CH:8]=[CH:9][C:10]1[N:11]([CH:41]([CH3:43])[CH3:42])[C:12]([C:28](=[O:40])[NH:29][C:30]2[CH:35]=[CH:34][CH:33]=[C:32]([S:36](=[O:39])(=[O:38])[NH2:37])[CH:31]=2)=[C:13]([C:22]2[CH:27]=[CH:26][CH:25]=[CH:24][CH:23]=2)[C:14]=1[C:15]1[CH:20]=[CH:19][C:18]([F:21])=[CH:17][CH:16]=1. The catalyst is C(O)C.[Pd]. The product is [CH3:1][O:2][C:3](=[O:46])[CH2:4][C@H:5]([OH:45])[CH2:6][C@H:7]([OH:44])[CH2:8][CH2:9][C:10]1[N:11]([CH:41]([CH3:43])[CH3:42])[C:12]([C:28](=[O:40])[NH:29][C:30]2[CH:35]=[CH:34][CH:33]=[C:32]([S:36](=[O:38])(=[O:39])[NH2:37])[CH:31]=2)=[C:13]([C:22]2[CH:27]=[CH:26][CH:25]=[CH:24][CH:23]=2)[C:14]=1[C:15]1[CH:16]=[CH:17][C:18]([F:21])=[CH:19][CH:20]=1.